Predict the reactants needed to synthesize the given product. From a dataset of Full USPTO retrosynthesis dataset with 1.9M reactions from patents (1976-2016). Given the product [Cl-:15].[Cl-:15].[CH2:1]([C:5]1([Hf+2:19][C:5]2([CH2:1][CH:2]([CH3:4])[CH3:3])[C:9]([CH3:10])=[C:8]([CH3:11])[C:7]([CH3:12])=[C:6]2[CH3:13])[C:9]([CH3:10])=[C:8]([CH3:11])[C:7]([CH3:12])=[C:6]1[CH3:13])[CH:2]([CH3:4])[CH3:3], predict the reactants needed to synthesize it. The reactants are: [CH2:1]([C:5]1([Li])[C:9]([CH3:10])=[C:8]([CH3:11])[C:7]([CH3:12])=[C:6]1[CH3:13])[CH:2]([CH3:4])[CH3:3].[Cl-:15].[Cl-].[Cl-].[Cl-].[Hf+4:19].